From a dataset of Full USPTO retrosynthesis dataset with 1.9M reactions from patents (1976-2016). Predict the reactants needed to synthesize the given product. (1) Given the product [CH2:15]([NH:14][C:12]([NH:11][C:8]1[S:9][C:10]2[C:2]([C:25]3[CH:26]=[CH:27][CH:28]=[CH:29][C:24]=3[F:23])=[CH:3][C:4]([C:17]3[CH:18]=[N:19][CH:20]=[CH:21][CH:22]=3)=[CH:5][C:6]=2[N:7]=1)=[O:13])[CH3:16], predict the reactants needed to synthesize it. The reactants are: Br[C:2]1[C:10]2[S:9][C:8]([NH:11][C:12]([NH:14][CH2:15][CH3:16])=[O:13])=[N:7][C:6]=2[CH:5]=[C:4]([C:17]2[CH:18]=[N:19][CH:20]=[CH:21][CH:22]=2)[CH:3]=1.[F:23][C:24]1[CH:29]=[CH:28][CH:27]=[CH:26][C:25]=1B(O)O.[O-]P([O-])([O-])=O.[K+].[K+].[K+]. (2) Given the product [NH:8]1[C:7]2=[C:2]([NH:14][C:11](=[O:13])[CH3:12])[N:3]=[CH:4][CH:5]=[C:6]2[CH:10]=[CH:9]1, predict the reactants needed to synthesize it. The reactants are: Cl[C:2]1[N:3]=[CH:4][CH:5]=[C:6]2[CH:10]=[CH:9][NH:8][C:7]=12.[C:11]([NH2:14])(=[O:13])[CH3:12]. (3) Given the product [CH2:1]([C:3]([F:33])([CH2:31][CH3:32])[CH2:4][N:5]1[CH2:10][CH2:9][CH:8]([CH2:11][O:12][C:13]2[CH:18]=[CH:17][C:16]([C:19]3[CH:24]=[CH:23][C:22]([C:25]([OH:27])=[O:26])=[C:21]([F:30])[CH:20]=3)=[CH:15][CH:14]=2)[CH2:7][CH2:6]1)[CH3:2], predict the reactants needed to synthesize it. The reactants are: [CH2:1]([C:3]([F:33])([CH2:31][CH3:32])[CH2:4][N:5]1[CH2:10][CH2:9][CH:8]([CH2:11][O:12][C:13]2[CH:18]=[CH:17][C:16]([C:19]3[CH:24]=[CH:23][C:22]([C:25]([O:27]CC)=[O:26])=[C:21]([F:30])[CH:20]=3)=[CH:15][CH:14]=2)[CH2:7][CH2:6]1)[CH3:2].O[Li].O. (4) The reactants are: C[Al](C)C.[CH2:5]([NH:9][CH2:10][CH2:11][CH2:12][CH3:13])[CH2:6][CH2:7][CH3:8].C([O:16][C:17]([C:19]([CH3:67])([O:21][C:22]1[CH:27]=[CH:26][C:25]([C:28]2[N:33]=[C:32]([C:34]3[CH:39]=[CH:38][C:37]([O:40][C:41]([CH3:48])([C:43]([O:45]CC)=O)[CH3:42])=[CH:36][C:35]=3[OH:49])[N:31]=[C:30]([C:50]3[CH:55]=[CH:54][C:53]([O:56][C:57]([CH3:64])([C:59]([O:61]CC)=O)[CH3:58])=[CH:52][C:51]=3[OH:65])[N:29]=2)=[C:24]([OH:66])[CH:23]=1)[CH3:20])=O)C.C1(C)C(C)=[CH:70][CH:71]=[CH:72][CH:73]=1. Given the product [CH2:5]([N:9]([CH2:10][CH2:11][CH2:12][CH3:13])[C:43]([C:41]([CH3:48])([O:40][C:37]1[CH:38]=[CH:39][C:34]([C:32]2[N:31]=[C:30]([C:50]3[CH:55]=[CH:54][C:53]([O:56][C:57]([CH3:64])([C:59]([N:29]([CH2:28][CH2:25][CH2:24][CH3:23])[CH2:30][CH2:50][CH2:51][CH3:52])=[O:61])[CH3:58])=[CH:52][C:51]=3[OH:65])[N:29]=[C:28]([C:25]3[CH:26]=[CH:27][C:22]([O:21][C:19]([CH3:67])([C:17]([N:31]([CH2:73][CH2:72][CH2:71][CH3:70])[CH2:32][CH2:34][CH2:35][CH3:36])=[O:16])[CH3:20])=[CH:23][C:24]=3[OH:66])[N:33]=2)=[C:35]([OH:49])[CH:36]=1)[CH3:42])=[O:45])[CH2:6][CH2:7][CH3:8], predict the reactants needed to synthesize it. (5) The reactants are: Cl.[NH2:2][OH:3].C([O-])(=O)C.[Na+].[CH:9]1([C:15]([C:17]2[CH:22]=[CH:21][CH:20]=[CH:19][CH:18]=2)=O)[CH2:14][CH2:13][CH2:12][CH2:11][CH2:10]1. Given the product [CH:9]1([C:15]([C:17]2[CH:22]=[CH:21][CH:20]=[CH:19][CH:18]=2)=[N:2][OH:3])[CH2:14][CH2:13][CH2:12][CH2:11][CH2:10]1, predict the reactants needed to synthesize it. (6) The reactants are: [Cl:1][C:2]1[C:11]([CH:12]=[O:13])=[CH:10][C:9]2[C:4](=[CH:5][CH:6]=[C:7]([OH:14])[CH:8]=2)[N:3]=1.C(=O)([O-])[O-].[Cs+].[Cs+].Br[CH2:22][CH:23]1[CH2:25][CH2:24]1. Given the product [Cl:1][C:2]1[C:11]([CH:12]=[O:13])=[CH:10][C:9]2[C:4](=[CH:5][CH:6]=[C:7]([O:14][CH2:22][CH:23]3[CH2:25][CH2:24]3)[CH:8]=2)[N:3]=1, predict the reactants needed to synthesize it. (7) Given the product [NH2:1][C:2]1[N:7]=[C:6]([N:20]2[CH2:25][CH2:24][O:23][CH2:22][CH2:21]2)[C:5]([C:12]#[N:13])=[C:4]([C:14]2[CH:19]=[CH:18][CH:17]=[CH:16][CH:15]=2)[N:3]=1, predict the reactants needed to synthesize it. The reactants are: [NH2:1][C:2]1[N:7]=[C:6](S(C)(=O)=O)[C:5]([C:12]#[N:13])=[C:4]([C:14]2[CH:19]=[CH:18][CH:17]=[CH:16][CH:15]=2)[N:3]=1.[NH:20]1[CH2:25][CH2:24][O:23][CH2:22][CH2:21]1.